This data is from Full USPTO retrosynthesis dataset with 1.9M reactions from patents (1976-2016). The task is: Predict the reactants needed to synthesize the given product. (1) Given the product [Br:1][C:2]1[CH:11]=[CH:10][C:5]([O:6][CH2:7][CH2:8][NH:9][C:16](=[O:17])[O:18][C:19]([CH3:22])([CH3:21])[CH3:20])=[C:4]([C:12]([F:13])([F:14])[F:15])[CH:3]=1, predict the reactants needed to synthesize it. The reactants are: [Br:1][C:2]1[CH:11]=[CH:10][C:5]([O:6][CH2:7][CH2:8][NH2:9])=[C:4]([C:12]([F:15])([F:14])[F:13])[CH:3]=1.[C:16](O[C:16]([O:18][C:19]([CH3:22])([CH3:21])[CH3:20])=[O:17])([O:18][C:19]([CH3:22])([CH3:21])[CH3:20])=[O:17]. (2) Given the product [CH3:25][S:26]([C:2]1[NH:24][C:5]2[N:6]=[CH:7][N:8]=[C:9]([NH:10][C:11]3[CH:12]=[C:13]4[C:17](=[CH:18][C:19]=3[O:20][CH:21]([CH3:23])[CH3:22])[NH:16][N:15]=[CH:14]4)[C:4]=2[CH:3]=1)(=[O:28])=[O:27], predict the reactants needed to synthesize it. The reactants are: Br[C:2]1[NH:24][C:5]2[N:6]=[CH:7][N:8]=[C:9]([NH:10][C:11]3[CH:12]=[C:13]4[C:17](=[CH:18][C:19]=3[O:20][CH:21]([CH3:23])[CH3:22])[NH:16][N:15]=[CH:14]4)[C:4]=2[CH:3]=1.[CH3:25][S:26]([O-:28])=[O:27].[Na+]. (3) Given the product [CH3:30][S:31]([OH:34])(=[O:33])=[O:32].[CH3:14][O:13][C:10]1[CH:11]=[CH:12][C:7]([C:5](=[O:6])[CH2:4][CH2:3][CH2:2][N:21]2[CH:25]=[CH:24][N:23]=[N:22]2)=[CH:8][CH:9]=1, predict the reactants needed to synthesize it. The reactants are: Cl[CH2:2][CH2:3][CH2:4][C:5]([C:7]1[CH:12]=[CH:11][C:10]([O:13][CH3:14])=[CH:9][CH:8]=1)=[O:6].CC(O)(CC)C.[NH:21]1[CH:25]=[CH:24][N:23]=[N:22]1.[I-].[K+].[OH-].[Na+].[CH3:30][S:31]([OH:34])(=[O:33])=[O:32].